This data is from Reaction yield outcomes from USPTO patents with 853,638 reactions. The task is: Predict the reaction yield, written as a fraction of the theoretical maximum amount of product (1.0 means a 100% yield; for example, 0.34 means a 34% yield). (1) The reactants are [CH:1]1([NH2:8])[CH2:7][CH2:6][CH2:5][CH2:4][CH2:3][CH2:2]1.C1(S([N:18]2[C:22]3=[N:23][CH:24]=[CH:25][CH:26]=[C:21]3[C:20]([C:27]3[CH:32]=[CH:31][N:30]=[C:29](Cl)[N:28]=3)=[CH:19]2)(=O)=O)C=CC=CC=1. No catalyst specified. The product is [CH:1]1([NH:8][C:29]2[N:28]=[C:27]([C:20]3[C:21]4[C:22](=[N:23][CH:24]=[CH:25][CH:26]=4)[NH:18][CH:19]=3)[CH:32]=[CH:31][N:30]=2)[CH2:7][CH2:6][CH2:5][CH2:4][CH2:3][CH2:2]1. The yield is 0.410. (2) The reactants are Br[C:2]1[C:3]([O:31][CH3:32])=[C:4]([C:16]2[CH:24]=[C:23]3[C:19]([C:20]([CH2:25][NH:26][S:27]([CH3:30])(=[O:29])=[O:28])=[CH:21][CH2:22]3)=[CH:18][CH:17]=2)[CH:5]=[C:6]([N:8]2[CH:13]=[CH:12][C:11](=[O:14])[NH:10][C:9]2=[O:15])[CH:7]=1.[S:33]1[CH:37]=[CH:36][CH:35]=[C:34]1B(O)O. No catalyst specified. The product is [O:15]=[C:9]1[NH:10][C:11](=[O:14])[CH:12]=[CH:13][N:8]1[C:6]1[CH:7]=[C:2]([C:34]2[S:33][CH:37]=[CH:36][CH:35]=2)[C:3]([O:31][CH3:32])=[C:4]([C:16]2[CH:24]=[C:23]3[C:19]([C:20]([CH2:25][NH:26][S:27]([CH3:30])(=[O:29])=[O:28])=[CH:21][CH2:22]3)=[CH:18][CH:17]=2)[CH:5]=1. The yield is 0.320. (3) The reactants are C1(P(C2C=CC=CC=2)C2C=CC=CC=2)C=CC=CC=1.[CH3:20][C:21]1([CH3:28])[O:25][CH:24]([CH2:26][OH:27])[CH2:23][O:22]1.[CH3:29][C:30]1([CH3:44])[C:34]([CH3:36])([CH3:35])[O:33][B:32]([C:37]2[CH:42]=[CH:41][C:40](O)=[CH:39][CH:38]=2)[O:31]1.N(C(N1CCCCC1)=O)=NC(N1CCCCC1)=O. The catalyst is C1COCC1. The product is [CH3:20][C:21]1([CH3:28])[O:25][CH:24]([CH2:26][O:27][C:40]2[CH:41]=[CH:42][C:37]([B:32]3[O:33][C:34]([CH3:36])([CH3:35])[C:30]([CH3:44])([CH3:29])[O:31]3)=[CH:38][CH:39]=2)[CH2:23][O:22]1. The yield is 0.461. (4) The reactants are [I:1][C:2]1[CH:3]=[C:4]2[C:8](=[CH:9][CH:10]=1)[NH:7][C:6](=[O:11])[C:5]2=O.[N+:13]([C:16]1[CH:25]=[CH:24][CH:23]=[CH:22][C:17]=1[C:18]([NH:20][NH2:21])=[O:19])([O-:15])=[O:14]. The catalyst is C(O)(=O)C. The product is [N+:13]([C:16]1[CH:25]=[CH:24][CH:23]=[CH:22][C:17]=1[C:18]([NH:20][N:21]=[C:5]1[C:4]2[C:8](=[CH:9][CH:10]=[C:2]([I:1])[CH:3]=2)[NH:7][C:6]1=[O:11])=[O:19])([O-:15])=[O:14]. The yield is 0.730. (5) The reactants are [Cl:1][C:2]1[CH:3]=[C:4]([CH2:20][C:21]([OH:23])=[O:22])[CH:5]=[C:6]([Cl:19])[C:7]=1[S:8][C:9]1[N:10]=[N:11][C:12](Cl)=[C:13]([CH:15]([CH3:17])[CH3:16])[CH:14]=1.C([O-])(=[O:26])C.[Na+]. The catalyst is C(O)(=O)C. The product is [Cl:1][C:2]1[CH:3]=[C:4]([CH2:20][C:21]([OH:23])=[O:22])[CH:5]=[C:6]([Cl:19])[C:7]=1[S:8][C:9]1[CH:14]=[C:13]([CH:15]([CH3:17])[CH3:16])[C:12](=[O:26])[NH:11][N:10]=1. The yield is 0.175. (6) The reactants are [SH:1][CH2:2][CH2:3][C:4]([OH:6])=[O:5].[OH-].[K+].Br[CH2:10][CH2:11][C:12]([F:15])([F:14])[F:13]. The catalyst is CO. The product is [F:13][C:12]([F:15])([F:14])[CH2:11][CH2:10][S:1][CH2:2][CH2:3][C:4]([OH:6])=[O:5]. The yield is 0.900.